From a dataset of Experimentally validated miRNA-target interactions with 360,000+ pairs, plus equal number of negative samples. Binary Classification. Given a miRNA mature sequence and a target amino acid sequence, predict their likelihood of interaction. (1) The miRNA is ssc-miR-181d-5p with sequence AACAUUCAUUGUUGUCGGUGGGUU. The protein sequence of the target gene is MADTQTQVAPTPTMRMATAEDLPLPPPPALEDLPLPPPKESFSKFHQQRQASELRRLYRHIHPELRKNLAEAVAEDLAEVLGSEEPTEGDVQCMRWIFENWRLDAIGEHERPAAKEPVLCGDVQATSRKFEEGSFANSTDQEPTRPQPGGGDVRAARWLFETKPLDELTGQAKELEATVREPAASGDVQGTRMLFETRPLDRLGSRPSLQEQSPLELRSEIQELKGDVKKTVKLFQTEPLCAIQDAEGAIHEVKAACREEIQSNAVRSARWLFETRPLDAINQDPSQVRVIRGISLEEGA.... Result: 0 (no interaction). (2) The miRNA is mmu-miR-182-5p with sequence UUUGGCAAUGGUAGAACUCACACCG. The protein sequence of the target gene is MKFFVFALILALMLSMTGADSHAKRHHGYKRKFHEKHHSHRGYRSNYLYDN. Result: 0 (no interaction). (3) The miRNA is hsa-miR-335-5p with sequence UCAAGAGCAAUAACGAAAAAUGU. The protein sequence of the target gene is MDFKAIAQQTAQEVLGYNRDTSGWKVVKTSKKITVSSKASRKFHGNLYRVEGIIPESPAKLSDFLYQTGDRITWDKSLQVYNMVHRIDSDTFICHTITQSFAVGSISPRDFIDLVYIKRYEGNMNIISSKSVDFPEYPPSSNYIRGYNHPCGFVCSPMEENPAYSKLVMFVQTEMRGKLSPSIIEKTMPSNLVNFILNAKDGIKAHRTPSRRGFHHNSHS. Result: 1 (interaction). (4) The miRNA is hsa-miR-423-5p with sequence UGAGGGGCAGAGAGCGAGACUUU. The protein sequence of the target gene is MPTETLQTGSMVKPVSPAGTFTSAVPLRILNKGPDYFRRQAEPNPKRLSAVERLEADKAKYVKSQEVINAKQEPVKPAVLAKPPVCPAAKRALGSPTLKVFGNHAKTESGVQRENLKLEILKNIINSSEGSSSGSGHKHSSRNWPPHRSEATDLHRHSFAESLKVYPTQGRRSPQEGGSHVGRRLLEQSAESFLHVSHSSSDIRKVTSVKPLKAIPCSSSAPPLPPKPKIAAIASMKSPEADPVEPACGVSRRPSLQRSKSDLSDRYFRVDADVERFFNYCGLDPEELENLGMENFARAN.... Result: 1 (interaction). (5) The miRNA is mmu-miR-149-5p with sequence UCUGGCUCCGUGUCUUCACUCCC. The protein sequence of the target gene is MSDRLGQITQGKDGKSKYSTLSLFDKYKGRSVGAVRSSVIPRHGLQSLGKVATARRMPPPANLPSLKSENKGNDPNIVIVPKDGTGWANKQDQQDPKSSSVTASQPPESQPQPGLQKSVSNLQKPTQSISQENTNSVPGGPKSWAQLSGKPVGHEGGLRGSSRLLSFSPEEFPTLKAAGGQDKAGKEKGALDLSYGPGPSLRPQNVTSWREGGGRNIISAASLSASPTELGSRNASGADGAPSLACTSDSKEPSLRPAQPSRRGASQFMGHGYQPPTYHDMLPAFMCSPQSSENQTTVER.... Result: 1 (interaction).